Dataset: Reaction yield outcomes from USPTO patents with 853,638 reactions. Task: Predict the reaction yield, written as a fraction of the theoretical maximum amount of product (1.0 means a 100% yield; for example, 0.34 means a 34% yield). The reactants are C[O:2][C:3](=[O:28])[C:4]1[CH:9]=[CH:8][C:7]([CH2:10][O:11][C:12]2[CH:13]=[N:14][CH:15]=[CH:16][CH:17]=2)=[CH:6][C:5]=1[C:18]1[CH:23]=[CH:22][CH:21]=[CH:20][C:19]=1[C:24]([F:27])([F:26])[F:25].[Li+].[OH-]. The catalyst is CO. The product is [N:14]1[CH:15]=[CH:16][CH:17]=[C:12]([O:11][CH2:10][C:7]2[CH:8]=[CH:9][C:4]([C:3]([OH:28])=[O:2])=[C:5]([C:18]3[CH:23]=[CH:22][CH:21]=[CH:20][C:19]=3[C:24]([F:25])([F:27])[F:26])[CH:6]=2)[CH:13]=1. The yield is 1.00.